From a dataset of Peptide-MHC class I binding affinity with 185,985 pairs from IEDB/IMGT. Regression. Given a peptide amino acid sequence and an MHC pseudo amino acid sequence, predict their binding affinity value. This is MHC class I binding data. (1) The peptide sequence is MGGAISMRR. The MHC is Mamu-B6601 with pseudo-sequence Mamu-B6601. The binding affinity (normalized) is 0.837. (2) The peptide sequence is HSIKRNYPY. The MHC is HLA-A29:02 with pseudo-sequence HLA-A29:02. The binding affinity (normalized) is 0.485. (3) The peptide sequence is RHDITGFIL. The binding affinity (normalized) is 0.473. The MHC is HLA-B48:01 with pseudo-sequence HLA-B48:01. (4) The peptide sequence is VYALCTLLHL. The MHC is HLA-A24:02 with pseudo-sequence HLA-A24:02. The binding affinity (normalized) is 0.599. (5) The binding affinity (normalized) is 0.514. The MHC is HLA-B57:01 with pseudo-sequence HLA-B57:01. The peptide sequence is IGIGVLLTW.